The task is: Predict which catalyst facilitates the given reaction.. This data is from Catalyst prediction with 721,799 reactions and 888 catalyst types from USPTO. (1) Reactant: [N:1]1([C:6]2[N:11]=[CH:10][C:9]([CH2:12][CH:13]([N:23]3[CH2:40][CH2:39][C:26]4([C:30](=[O:31])[N:29]([C:32]5[CH2:33][O:34][C:35](=[O:38])[C:36]=5[CH3:37])[CH2:28][CH2:27]4)[CH2:25][CH2:24]3)[CH2:14][O:15][Si](C(C)(C)C)(C)C)=[CH:8][CH:7]=2)[CH:5]=[N:4][N:3]=[N:2]1.FC(F)(F)C(O)=O. Product: [N:1]1([C:6]2[N:11]=[CH:10][C:9]([CH2:12][CH:13]([N:23]3[CH2:24][CH2:25][C:26]4([C:30](=[O:31])[N:29]([C:32]5[CH2:33][O:34][C:35](=[O:38])[C:36]=5[CH3:37])[CH2:28][CH2:27]4)[CH2:39][CH2:40]3)[CH2:14][OH:15])=[CH:8][CH:7]=2)[CH:5]=[N:4][N:3]=[N:2]1. The catalyst class is: 2. (2) Reactant: Cl.[C:2]([C:4]1([NH:10][C:11]([CH:13]([NH:19][C:20]([N:22]2[CH2:27][CH2:26][O:25][CH2:24][CH2:23]2)=[O:21])[CH2:14][C:15]([CH3:18])([CH3:17])[CH3:16])=[O:12])[CH2:9][CH2:8][NH:7][CH2:6][CH2:5]1)#[N:3].[CH2:28]([N:35]=[C:36]=[O:37])[C:29]1[CH:34]=[CH:33][CH:32]=[CH:31][CH:30]=1.CN1CCOCC1. Product: [CH2:28]([NH:35][C:36]([N:7]1[CH2:6][CH2:5][C:4]([NH:10][C:11]([CH:13]([NH:19][C:20]([N:22]2[CH2:23][CH2:24][O:25][CH2:26][CH2:27]2)=[O:21])[CH2:14][C:15]([CH3:18])([CH3:17])[CH3:16])=[O:12])([C:2]#[N:3])[CH2:9][CH2:8]1)=[O:37])[C:29]1[CH:34]=[CH:33][CH:32]=[CH:31][CH:30]=1. The catalyst class is: 2.